From a dataset of Full USPTO retrosynthesis dataset with 1.9M reactions from patents (1976-2016). Predict the reactants needed to synthesize the given product. (1) Given the product [Cl:2][C:3]1[C:11]2[C:6](=[CH:7][CH:8]=[CH:9][CH:10]=2)[N:5]([C:12]2[CH:25]=[CH:24][C:15]([CH2:16][NH:17][C:18]([C:20]3([NH:23][C:44](=[O:45])[C:43]([F:54])([F:53])[F:42])[CH2:22][CH2:21]3)=[O:19])=[CH:14][CH:13]=2)[C:4]=1[C:26]1[N:27]=[N:28][N:29]([CH3:31])[N:30]=1, predict the reactants needed to synthesize it. The reactants are: Cl.[Cl:2][C:3]1[C:11]2[C:6](=[CH:7][CH:8]=[CH:9][CH:10]=2)[N:5]([C:12]2[CH:25]=[CH:24][C:15]([CH2:16][NH:17][C:18]([C:20]3([NH2:23])[CH2:22][CH2:21]3)=[O:19])=[CH:14][CH:13]=2)[C:4]=1[C:26]1[N:27]=[N:28][N:29]([CH3:31])[N:30]=1.C(N(CC)CC)C.ClCCl.[F:42][C:43]([F:54])([F:53])[C:44](O[C:44](=[O:45])[C:43]([F:54])([F:53])[F:42])=[O:45]. (2) Given the product [C:1]([O:5][C:6]([N:8]([CH3:19])[C:9]1[S:10][CH:11]=[C:12]([CH2:14][C:15]([OH:17])=[O:16])[N:13]=1)=[O:7])([CH3:4])([CH3:3])[CH3:2], predict the reactants needed to synthesize it. The reactants are: [C:1]([O:5][C:6]([N:8]([CH3:19])[C:9]1[S:10][CH:11]=[C:12]([CH2:14][C:15]([O:17]C)=[O:16])[N:13]=1)=[O:7])([CH3:4])([CH3:3])[CH3:2].O[Li].O.O. (3) The reactants are: [CH3:1][C:2]1[CH:7]=[CH:6][N:5]=[CH:4][C:3]=1[N:8]1[CH2:12][CH2:11][NH:10][C:9]1=[O:13].Br[C:15]1[S:16][CH:17]=[CH:18][CH:19]=1.N[C@@H]1CCCC[C@H]1N.C(=O)([O-])[O-].[K+].[K+]. Given the product [CH3:1][C:2]1[CH:7]=[CH:6][N:5]=[CH:4][C:3]=1[N:8]1[CH2:12][CH2:11][N:10]([C:15]2[S:16][CH:17]=[CH:18][CH:19]=2)[C:9]1=[O:13], predict the reactants needed to synthesize it. (4) Given the product [CH3:4][C@H:3]([NH:5][C:6](=[O:12])[O:7][C:8]([CH3:11])([CH3:10])[CH3:9])[C:2]#[CH:15], predict the reactants needed to synthesize it. The reactants are: O=[CH:2][C@@H:3]([NH:5][C:6](=[O:12])[O:7][C:8]([CH3:11])([CH3:10])[CH3:9])[CH3:4].[N+](=[C:15](P(=O)(OC)OC)C(=O)C)=[N-].C(=O)([O-])[O-].[K+].[K+]. (5) Given the product [CH:12]1[N:11]=[C:10]([NH2:14])[C:9]2[N:15]=[CH:16][N:7]([C@@H:5]3[O:6][C@@H:2]4[CH2:1][O:22][P:20]([OH:23])([O:19][C@H:3]4[C@H:4]3[OH:18])=[O:21])[C:8]=2[N:13]=1.[Br:54][Br:17], predict the reactants needed to synthesize it. The reactants are: [CH2:1]1[O:22][P:20]([OH:23])(=[O:21])[O:19][C@H:3]2[C@@H:4]([OH:18])[C@H:5]([N:7]3[C:16]([Br:17])=[N:15][C:9]4[C:10]([NH2:14])=[N:11][CH:12]=[N:13][C:8]3=4)[O:6][C@H:2]12.C1N=C(N)C2N=CN([C@@H]3O[C@@H]4COP(O)(O[C@H]4[C@H]3O)=O)C=2N=1.C(O)(=O)C.C([O-])(=O)C.[BrH:54]. (6) Given the product [F:11][C:2]([F:1])([F:10])[C:3]1[CH:7]=[C:6]([CH2:8][NH:9][C:17](=[O:18])[O:16][C:13]([CH3:15])([CH3:14])[CH3:12])[NH:5][N:4]=1, predict the reactants needed to synthesize it. The reactants are: [F:1][C:2]([F:11])([F:10])[C:3]1[CH:7]=[C:6]([CH2:8][NH2:9])[NH:5][N:4]=1.[CH3:12][C:13]([O:16][C:17](O[C:17]([O:16][C:13]([CH3:15])([CH3:14])[CH3:12])=[O:18])=[O:18])([CH3:15])[CH3:14].C(OCC)(=O)C.CCCCCC.O. (7) Given the product [C:19]1([CH3:22])[CH:18]=[CH:17][C:16]([S:13]([N:9]2[C:10]3[C:6](=[CH:5][CH:4]=[CH:12][CH:11]=3)[C:7]([C:7]3[C:6]4[C:10](=[CH:11][CH:12]=[C:4]([N+:1]([O-:3])=[O:2])[CH:5]=4)[N:9]([S:13]([C:16]4[CH:21]=[CH:20][C:19]([CH3:22])=[CH:18][CH:17]=4)(=[O:15])=[O:14])[CH:8]=3)=[CH:8]2)(=[O:15])=[O:14])=[CH:21][CH:20]=1, predict the reactants needed to synthesize it. The reactants are: [N+:1]([C:4]1[CH:5]=[C:6]2[C:10](=[CH:11][CH:12]=1)[N:9]([S:13]([C:16]1[CH:21]=[CH:20][C:19]([CH3:22])=[CH:18][CH:17]=1)(=[O:15])=[O:14])[CH:8]=[C:7]2I)([O-:3])=[O:2]. (8) Given the product [N+:19]([C:10]1[C:11]2[C:16](=[CH:15][CH:14]=[CH:13][CH:12]=2)[CH:17]=[CH:18][C:9]=1[NH:31][C:30]1[CH:32]=[CH:33][CH:34]=[C:28]([C:26]2[O:27][C:23]([CH3:22])=[N:24][N:25]=2)[CH:29]=1)([O-:21])=[O:20], predict the reactants needed to synthesize it. The reactants are: O([C:9]1[CH:18]=[CH:17][C:16]2[C:11](=[CH:12][CH:13]=[CH:14][CH:15]=2)[C:10]=1[N+:19]([O-:21])=[O:20])S(C(F)(F)F)(=O)=O.[CH3:22][C:23]1[O:27][C:26]([C:28]2[CH:29]=[C:30]([CH:32]=[CH:33][CH:34]=2)[NH2:31])=[N:25][N:24]=1. (9) Given the product [NH2:12][C:10]1[CH:9]=[CH:8][CH:7]=[C:6]2[C:11]=1[C:2](=[O:1])[CH2:3][CH2:4][CH2:5]2, predict the reactants needed to synthesize it. The reactants are: [O:1]=[C:2]1[C:11]2[C:10]([NH:12]C(=O)C)=[CH:9][CH:8]=[CH:7][C:6]=2[CH2:5][CH2:4][CH2:3]1.[OH-].[Na+]. (10) Given the product [I-:16].[Cl:1][C:2]1[C:15]2[C:6](=[S+:7][C:8]3[C:13]([N:14]=2)=[CH:12][CH:11]=[CH:10][CH:9]=3)[CH:5]=[CH:4][CH:3]=1, predict the reactants needed to synthesize it. The reactants are: [Cl:1][C:2]1[C:15]2[NH:14][C:13]3[C:8](=[CH:9][CH:10]=[CH:11][CH:12]=3)[S:7][C:6]=2[CH:5]=[CH:4][CH:3]=1.[I:16]I.